This data is from Full USPTO retrosynthesis dataset with 1.9M reactions from patents (1976-2016). The task is: Predict the reactants needed to synthesize the given product. (1) Given the product [Cl:1][C:2]1[CH:7]=[C:6]([Cl:8])[CH:5]=[CH:4][C:3]=1[C:9]1[N:10]=[C:11](/[CH:18]=[CH:19]/[C:20]2[CH:25]=[CH:24][C:23]([C:26]3[CH:27]=[CH:28][C:29]([O:32][CH3:33])=[CH:30][CH:31]=3)=[CH:22][CH:21]=2)[N:12]([CH2:14][C:15]([NH:42][CH2:41][CH2:40][C:39]2[CH:43]=[CH:44][C:36]([O:35][CH3:34])=[CH:37][CH:38]=2)=[O:16])[CH:13]=1, predict the reactants needed to synthesize it. The reactants are: [Cl:1][C:2]1[CH:7]=[C:6]([Cl:8])[CH:5]=[CH:4][C:3]=1[C:9]1[N:10]=[C:11](/[CH:18]=[CH:19]/[C:20]2[CH:25]=[CH:24][C:23]([C:26]3[CH:31]=[CH:30][C:29]([O:32][CH3:33])=[CH:28][CH:27]=3)=[CH:22][CH:21]=2)[N:12]([CH2:14][C:15](O)=[O:16])[CH:13]=1.[CH3:34][O:35][C:36]1[CH:44]=[CH:43][C:39]([CH2:40][CH2:41][NH2:42])=[CH:38][CH:37]=1. (2) Given the product [CH3:35][C:33]([CH3:36])([CH3:34])[CH2:32][CH2:31][NH:30][C:28]([NH:27][C:24]1[CH:25]=[CH:26][C:21]([O:20][C:14]2[C:13]3[C:18](=[CH:19][C:10]([O:9][CH2:8][CH2:7][N:46]4[CH2:51][CH2:50][CH2:49][CH2:48][CH2:47]4)=[C:11]([O:38][CH3:39])[CH:12]=3)[N:17]=[CH:16][CH:15]=2)=[CH:22][C:23]=1[F:37])=[O:29], predict the reactants needed to synthesize it. The reactants are: CN(C)C=O.Cl[CH2:7][CH2:8][O:9][C:10]1[CH:19]=[C:18]2[C:13]([C:14]([O:20][C:21]3[CH:26]=[CH:25][C:24]([NH:27][C:28]([NH:30][CH2:31][CH2:32][C:33]([CH3:36])([CH3:35])[CH3:34])=[O:29])=[C:23]([F:37])[CH:22]=3)=[CH:15][CH:16]=[N:17]2)=[CH:12][C:11]=1[O:38][CH3:39].C(=O)([O-])[O-].[K+].[K+].[NH:46]1[CH2:51][CH2:50][CH2:49][CH2:48][CH2:47]1. (3) The reactants are: C(O[C:4]1[C:13](=[O:14])[C:12]2[C:7](=[CH:8][CH:9]=[CH:10][CH:11]=2)[C:6](=[N:15][S:16]([C:19]2[S:20][CH:21]=[CH:22][CH:23]=2)(=[O:18])=[O:17])[CH:5]=1)C.ClC1C(=O)C2C(=CC=CC=2)/C(=N/[S:37](C2SC=CC=2)(=[O:39])=[O:38])/C=1.[O-:45][CH2:46][CH3:47].[Na+].C([OH:51])C. Given the product [OH:14][C:13]1[C:12]2[C:7](=[CH:8][CH:9]=[CH:10][CH:11]=2)[C:6]([NH:15][S:16]([C:19]2[S:20][CH:21]=[CH:22][CH:23]=2)(=[O:17])=[O:18])=[CH:5][C:4]=1[S:37]([CH2:47][C:46]([OH:51])=[O:45])(=[O:39])=[O:38], predict the reactants needed to synthesize it. (4) The reactants are: ClC1C(F)=CC(F)=C(C=1)C(NS(C)(=O)=O)=O.[Cl:17][C:18]1[C:19](F)=[CH:20][C:21]([F:33])=[C:22]([CH:32]=1)[C:23]([NH:25][S:26](=[O:31])(=[O:30])[N:27]([CH3:29])[CH3:28])=[O:24].[C:35]12([CH2:45][OH:46])[CH2:44][CH:39]3[CH2:40][CH:41]([CH2:43][CH:37]([CH2:38]3)C1)C2.C1(CCO)CCCCCC1. Given the product [Cl:17][C:18]1[C:19]([O:46][CH2:45][CH2:35][CH:44]2[CH2:38][CH2:37][CH2:43][CH2:41][CH2:40][CH2:39]2)=[CH:20][C:21]([F:33])=[C:22]([CH:32]=1)[C:23]([NH:25][S:26](=[O:31])(=[O:30])[N:27]([CH3:29])[CH3:28])=[O:24], predict the reactants needed to synthesize it. (5) Given the product [CH3:13][O:12][C:10]([C:8]1[O:9][C:5]2[CH:4]=[CH:3][C:2]([C:19]3[CH:20]=[N:21][CH:22]=[CH:23][CH:24]=3)=[CH:15][C:6]=2[CH:7]=1)=[O:11], predict the reactants needed to synthesize it. The reactants are: Br[C:2]1[CH:3]=[CH:4][C:5]2[O:9][C:8]([C:10]([O:12][CH2:13]C)=[O:11])=[CH:7][C:6]=2[CH:15]=1.C(B(CC)[C:19]1[CH:20]=[N:21][CH:22]=[CH:23][CH:24]=1)C.P([O-])([O-])([O-])=O.[K+].[K+].[K+].C(OCC)(=O)C. (6) Given the product [F:1][C:2]1[C:7]([F:8])=[CH:6][CH:5]=[CH:4][C:3]=1[CH:9]1[C:17]2[N:13]([C:14]([C:26]3[CH:27]=[CH:28][CH:29]=[CH:30][CH:31]=3)=[C:15]3[C:21](=[O:22])[N:20]([CH3:23])[C:19](=[O:24])[N:18]([CH3:25])[C:16]3=2)[CH2:12][CH2:11][CH2:10]1, predict the reactants needed to synthesize it. The reactants are: [F:1][C:2]1[C:7]([F:8])=[CH:6][CH:5]=[CH:4][C:3]=1[C:9]1[C:17]2[N:13]([C:14]([C:26]3[CH:31]=[CH:30][CH:29]=[CH:28][CH:27]=3)=[C:15]3[C:21](=[O:22])[N:20]([CH3:23])[C:19](=[O:24])[N:18]([CH3:25])[C:16]3=2)[CH2:12][CH2:11][CH:10]=1.C([O-])=O.[NH4+]. (7) The reactants are: [C:1]1([Mg]Br)[CH:6]=[CH:5][CH:4]=[CH:3][CH:2]=1.[CH3:9][C:10]1[O:14][N:13]=[C:12]([C:15]([O:17]C)=O)[CH:11]=1.Cl. Given the product [CH3:9][C:10]1[O:14][N:13]=[C:12]([C:15]([C:1]2[CH:6]=[CH:5][CH:4]=[CH:3][CH:2]=2)([C:1]2[CH:6]=[CH:5][CH:4]=[CH:3][CH:2]=2)[OH:17])[CH:11]=1, predict the reactants needed to synthesize it. (8) The reactants are: [CH3:1][O:2][C:3](=[O:13])[CH2:4][C:5]1[CH:10]=[CH:9][C:8]([C:11]#[N:12])=[CH:7][CH:6]=1.Cl.[NH2:15][OH:16].C(=O)(O)[O-].[Na+]. Given the product [CH3:1][O:2][C:3](=[O:13])[CH2:4][C:5]1[CH:10]=[CH:9][C:8]([C:11](=[NH:12])[NH:15][OH:16])=[CH:7][CH:6]=1, predict the reactants needed to synthesize it. (9) Given the product [OH:2][C:3]1[CH:4]=[C:5]2[C:21](=[CH:22][CH:23]=1)[C:8]1([CH2:13][CH2:12][N:11]([C:14]([O:16][C:17]([CH3:20])([CH3:18])[CH3:19])=[O:15])[CH2:10][CH2:9]1)[CH2:7][CH2:6]2, predict the reactants needed to synthesize it. The reactants are: C[O:2][C:3]1[CH:4]=[C:5]2[C:21](=[CH:22][CH:23]=1)[C:8]1([CH2:13][CH2:12][N:11]([C:14]([O:16][C:17]([CH3:20])([CH3:19])[CH3:18])=[O:15])[CH2:10][CH2:9]1)[CH2:7][CH2:6]2.C([S-])C.[Na+].[Cl-].[NH4+].